Dataset: Peptide-MHC class I binding affinity with 185,985 pairs from IEDB/IMGT. Task: Regression. Given a peptide amino acid sequence and an MHC pseudo amino acid sequence, predict their binding affinity value. This is MHC class I binding data. (1) The peptide sequence is KPIPHRTVL. The MHC is HLA-A02:03 with pseudo-sequence HLA-A02:03. The binding affinity (normalized) is 0.0847. (2) The peptide sequence is MTMLIKAFK. The binding affinity (normalized) is 0.213. The MHC is HLA-B45:06 with pseudo-sequence HLA-B45:06.